Dataset: Forward reaction prediction with 1.9M reactions from USPTO patents (1976-2016). Task: Predict the product of the given reaction. Given the reactants [Cl:1][C:2]1[CH:3]=[C:4]([CH2:9][S:10]([C:13]2[CH:14]=[C:15]3[C:19](=[CH:20][CH:21]=2)[NH:18][C:17](=[O:22])/[C:16]/3=[CH:23]\[C:24]2[NH:28][C:27]([CH3:29])=[C:26]([C:30](O)=[O:31])[C:25]=2[CH3:33])(=[O:12])=[O:11])[CH:5]=[C:6]([Cl:8])[CH:7]=1.[NH:34]1[CH2:39][CH2:38][CH:37]([OH:40])[CH2:36][CH2:35]1.C1C=CC2N(O)N=NC=2C=1.CCN=C=NCCCN(C)C.Cl, predict the reaction product. The product is: [Cl:8][C:6]1[CH:5]=[C:4]([CH2:9][S:10]([C:13]2[CH:14]=[C:15]3[C:19](=[CH:20][CH:21]=2)[NH:18][C:17](=[O:22])/[C:16]/3=[CH:23]\[C:24]2[NH:28][C:27]([CH3:29])=[C:26]([C:30]([N:34]3[CH2:39][CH2:38][CH:37]([OH:40])[CH2:36][CH2:35]3)=[O:31])[C:25]=2[CH3:33])(=[O:11])=[O:12])[CH:3]=[C:2]([Cl:1])[CH:7]=1.